This data is from Catalyst prediction with 721,799 reactions and 888 catalyst types from USPTO. The task is: Predict which catalyst facilitates the given reaction. (1) Reactant: [ClH:1].C(O/[CH:5]=[C:6]1\[C:7](=O)[C:8]2[C:13]([O:14][C:15]3\1[CH2:20][CH2:19][NH:18][CH2:17][CH2:16]3)=[CH:12][CH:11]=[CH:10][CH:9]=2)C.[CH3:22][NH:23][NH2:24]. Product: [ClH:1].[CH3:22][N:23]1[CH:5]=[C:6]2[C:15]3([O:14][C:13]4[CH:12]=[CH:11][CH:10]=[CH:9][C:8]=4[C:7]2=[N:24]1)[CH2:20][CH2:19][NH:18][CH2:17][CH2:16]3. The catalyst class is: 8. (2) Reactant: Cl.CNC.[CH2:5]([N:7]([CH2:10][CH3:11])[CH2:8]C)C.BrCC1[C:15]([C:43]([O:45][CH2:46][CH3:47])=[O:44])=[C:16]([NH:28][C:29]([O:31][CH2:32][CH2:33][CH2:34][C:35]2[C:40]([F:41])=[CH:39][CH:38]=[CH:37][C:36]=2[F:42])=[O:30])[S:17][C:18]=1[C:19]1[CH:24]=[CH:23][C:22]([N+:25]([O-:27])=[O:26])=[CH:21][CH:20]=1. Product: [F:42][C:36]1[CH:37]=[CH:38][CH:39]=[C:40]([F:41])[C:35]=1[CH2:34][CH2:33][CH2:32][O:31][C:29]([NH:28][C:16]1[S:17][C:18]([C:19]2[CH:20]=[CH:21][C:22]([N+:25]([O-:27])=[O:26])=[CH:23][CH:24]=2)=[C:11]([CH2:10][N:7]([CH3:5])[CH3:8])[C:15]=1[C:43]([O:45][CH2:46][CH3:47])=[O:44])=[O:30]. The catalyst class is: 3. (3) Reactant: [NH2:1][C:2]1[CH:3]=[C:4]([NH:8][C:9]2[N:14]=[C:13]([NH:15][C:16]3[CH:21]=[CH:20][CH:19]=[CH:18][C:17]=3[S:22]([CH:25]([CH3:27])[CH3:26])(=[O:24])=[O:23])[C:12]([Cl:28])=[CH:11][N:10]=2)[CH:5]=[CH:6][CH:7]=1.CCN(C(C)C)C(C)C.[C:38](Cl)(=[O:41])[CH:39]=[CH2:40]. Product: [Cl:28][C:12]1[C:13]([NH:15][C:16]2[CH:21]=[CH:20][CH:19]=[CH:18][C:17]=2[S:22]([CH:25]([CH3:26])[CH3:27])(=[O:24])=[O:23])=[N:14][C:9]([NH:8][C:4]2[CH:3]=[C:2]([NH:1][C:38](=[O:41])[CH:39]=[CH2:40])[CH:7]=[CH:6][CH:5]=2)=[N:10][CH:11]=1. The catalyst class is: 2. (4) Reactant: [NH2:1][C:2]1[C:3]([CH:12]2[CH2:17][CH2:16][N:15]([C:18]([O:20][C:21]([CH3:24])([CH3:23])[CH3:22])=[O:19])[CH2:14][CH2:13]2)=[CH:4][NH:5][C:6]=1[C:7]([O:9]CC)=O.C(O)(=O)C.[CH:29](N)=[NH:30]. Product: [O:9]=[C:7]1[NH:30][CH:29]=[N:1][C:2]2[C:3]([CH:12]3[CH2:17][CH2:16][N:15]([C:18]([O:20][C:21]([CH3:23])([CH3:24])[CH3:22])=[O:19])[CH2:14][CH2:13]3)=[CH:4][NH:5][C:6]1=2. The catalyst class is: 8. (5) Reactant: Cl[C:2]1[N:3]=[CH:4][C:5]2[N:11]=[CH:10][C:9]([Cl:12])=[CH:8][C:6]=2[N:7]=1.[OH:13][C:14]1[CH:20]=[CH:19][C:17]([NH2:18])=[CH:16][CH:15]=1. Product: [Cl:12][C:9]1[CH:10]=[N:11][C:5]2[CH:4]=[N:3][C:2]([NH:18][C:17]3[CH:19]=[CH:20][C:14]([OH:13])=[CH:15][CH:16]=3)=[N:7][C:6]=2[CH:8]=1. The catalyst class is: 12. (6) Reactant: [Na].Cl.[NH2:3][C:4]([NH2:6])=[NH:5].CN(C)/[CH:9]=[CH:10]/[C:11]([C:13]1[S:17][C:16]([C:18]([NH:20][CH2:21][C:22]2[CH:27]=[CH:26][CH:25]=[CH:24][CH:23]=2)=[O:19])=[CH:15][CH:14]=1)=O. Product: [NH2:5][C:4]1[N:6]=[C:11]([C:13]2[S:17][C:16]([C:18]([NH:20][CH2:21][C:22]3[CH:23]=[CH:24][CH:25]=[CH:26][CH:27]=3)=[O:19])=[CH:15][CH:14]=2)[CH:10]=[CH:9][N:3]=1. The catalyst class is: 14. (7) Product: [F:1][C:2]1[CH:3]=[C:4]([CH:19]=[CH:20][C:21]=1[F:22])[CH2:5][NH:6][C:7]([C:9]1[CH:14]=[C:13]([C:15]2[CH2:31][CH:30]([C:28]3[CH:27]=[CH:26][C:25](=[O:32])[N:24]([CH3:23])[CH:29]=3)[O:17][N:16]=2)[N:12]=[C:11]([CH3:18])[N:10]=1)=[O:8]. The catalyst class is: 34. Reactant: [F:1][C:2]1[CH:3]=[C:4]([CH:19]=[CH:20][C:21]=1[F:22])[CH2:5][NH:6][C:7]([C:9]1[CH:14]=[C:13]([CH:15]=[N:16][OH:17])[N:12]=[C:11]([CH3:18])[N:10]=1)=[O:8].[CH3:23][N:24]1[CH:29]=[C:28]([CH:30]=[CH2:31])[CH:27]=[CH:26][C:25]1=[O:32].Cl[O-].[Na+].